This data is from Reaction yield outcomes from USPTO patents with 853,638 reactions. The task is: Predict the reaction yield, written as a fraction of the theoretical maximum amount of product (1.0 means a 100% yield; for example, 0.34 means a 34% yield). (1) The reactants are [OH:1][N:2]=[C:3]([C:5]1[C:9]([NH:10][CH2:11][CH2:12][CH2:13][NH:14][S:15]([CH3:18])(=[O:17])=[O:16])=[N:8][O:7][N:6]=1)[NH2:4].[Br:19][C:20]1[CH:21]=[C:22]([CH:24]=[CH:25][C:26]=1[F:27])N. No catalyst specified. The product is [Br:19][C:20]1[CH:21]=[C:22]([NH:4][C:3]([C:5]2[C:9]([NH:10][CH2:11][CH2:12][CH2:13][NH:14][S:15]([CH3:18])(=[O:17])=[O:16])=[N:8][O:7][N:6]=2)=[N:2][OH:1])[CH:24]=[CH:25][C:26]=1[F:27]. The yield is 0.120. (2) The reactants are [CH3:1][C:2]1[C:6]([CH2:7][N:8]2[CH:12]=[C:11]([N:13]3[C:17](=[O:18])[CH2:16][NH:15][C:14]3=[O:19])[CH:10]=[N:9]2)=[C:5]([CH3:20])[O:4][N:3]=1.[O:21]1[C:25]2[CH:26]=[CH:27][C:28]([CH2:30]O)=[CH:29][C:24]=2[O:23][CH2:22]1. The yield is 0.190. The product is [O:21]1[C:25]2[CH:26]=[CH:27][C:28]([CH2:30][N:15]3[CH2:16][C:17](=[O:18])[N:13]([C:11]4[CH:10]=[N:9][N:8]([CH2:7][C:6]5[C:2]([CH3:1])=[N:3][O:4][C:5]=5[CH3:20])[CH:12]=4)[C:14]3=[O:19])=[CH:29][C:24]=2[O:23][CH2:22]1. No catalyst specified. (3) The reactants are [Br:1][C:2]1[CH:3]=[C:4]([N:12]([CH2:19][CH3:20])[CH:13]2[CH2:18][CH2:17][O:16][CH2:15][CH2:14]2)[C:5]([CH3:11])=[C:6]([CH:10]=1)[C:7]([OH:9])=O.[NH2:21][CH2:22][C:23]1[C:24](=[O:33])[NH:25][C:26]([CH3:32])=[CH:27][C:28]=1[CH:29]([CH3:31])[CH3:30].C(N(CC)CC)C.C1CN([P+](ON2N=NC3C=CC=CC2=3)(N2CCCC2)N2CCCC2)CC1.F[P-](F)(F)(F)(F)F. The catalyst is CS(C)=O. The product is [Br:1][C:2]1[CH:3]=[C:4]([N:12]([CH2:19][CH3:20])[CH:13]2[CH2:18][CH2:17][O:16][CH2:15][CH2:14]2)[C:5]([CH3:11])=[C:6]([CH:10]=1)[C:7]([NH:21][CH2:22][C:23]1[C:24](=[O:33])[NH:25][C:26]([CH3:32])=[CH:27][C:28]=1[CH:29]([CH3:30])[CH3:31])=[O:9]. The yield is 0.689. (4) The reactants are [CH2:1]([O:8][C:9]([N:11]1[CH2:16][CH2:15][CH:14]([C:17]([C:19]([OH:21])=[O:20])=[CH2:18])[CH2:13][CH2:12]1)=[O:10])[C:2]1[CH:7]=[CH:6][CH:5]=[CH:4][CH:3]=1.[C:22]([OH:25])(=[S:24])[CH3:23]. No catalyst specified. The product is [CH2:1]([O:8][C:9]([N:11]1[CH2:12][CH2:13][CH:14]([CH:17]([C:19]([OH:21])=[O:20])[CH2:18][S:24][C:22](=[O:25])[CH3:23])[CH2:15][CH2:16]1)=[O:10])[C:2]1[CH:3]=[CH:4][CH:5]=[CH:6][CH:7]=1. The yield is 0.950. (5) The reactants are C(OC([N:8]1[CH2:12][CH2:11][C@H:10]([O:13][NH2:14])[CH2:9]1)=O)(C)(C)C.[ClH:15]. The catalyst is CCOC(C)=O. The product is [ClH:15].[ClH:15].[NH:8]1[CH2:12][CH2:11][C@H:10]([O:13][NH2:14])[CH2:9]1. The yield is 0.730. (6) The reactants are [C:1]([C:5]1[CH:12]=[CH:11][C:8]([CH2:9][NH2:10])=[CH:7][CH:6]=1)([CH3:4])([CH3:3])[CH3:2].[CH:13]([N:16]=[C:17]=[O:18])([CH3:15])[CH3:14].[C:19](Cl)(=[O:24])[CH2:20][C:21](Cl)=[O:22]. The product is [CH3:3][C:1]([C:5]1[CH:6]=[CH:7][C:8]([CH2:9][N:10]2[C:21](=[O:22])[CH2:20][C:19](=[O:24])[N:16]([CH:13]([CH3:15])[CH3:14])[C:17]2=[O:18])=[CH:11][CH:12]=1)([CH3:4])[CH3:2]. The catalyst is C(Cl)(Cl)Cl. The yield is 0.300.